From a dataset of Catalyst prediction with 721,799 reactions and 888 catalyst types from USPTO. Predict which catalyst facilitates the given reaction. (1) Reactant: [CH2:1]([N:8]1[C:16]2[C:11](=[CH:12][CH:13]=[CH:14][CH:15]=2)[CH:10]=[CH:9]1)[C:2]1[CH:7]=[CH:6][CH:5]=[CH:4][CH:3]=1.CC([O-])(C)C.[K+].[SiH:23]([CH2:28][CH3:29])([CH2:26][CH3:27])[CH2:24][CH3:25]. Product: [CH2:1]([N:8]1[C:16]2[C:11](=[CH:12][CH:13]=[CH:14][CH:15]=2)[CH:10]=[C:9]1[Si:23]([CH2:28][CH3:29])([CH2:26][CH3:27])[CH2:24][CH3:25])[C:2]1[CH:7]=[CH:6][CH:5]=[CH:4][CH:3]=1. The catalyst class is: 7. (2) Reactant: [Br:1][C:2]1[CH:3]=[CH:4][C:5]([I:12])=[C:6]([CH:11]=1)[CH2:7][NH:8][CH2:9][CH3:10].[C:13](O[C:13]([O:15][C:16]([CH3:19])([CH3:18])[CH3:17])=[O:14])([O:15][C:16]([CH3:19])([CH3:18])[CH3:17])=[O:14]. Product: [C:16]([O:15][C:13](=[O:14])[N:8]([CH2:7][C:6]1[CH:11]=[C:2]([Br:1])[CH:3]=[CH:4][C:5]=1[I:12])[CH2:9][CH3:10])([CH3:19])([CH3:18])[CH3:17]. The catalyst class is: 2.